Dataset: Peptide-MHC class II binding affinity with 134,281 pairs from IEDB. Task: Regression. Given a peptide amino acid sequence and an MHC pseudo amino acid sequence, predict their binding affinity value. This is MHC class II binding data. (1) The peptide sequence is PESNILDIDLRPASA. The MHC is DRB1_0301 with pseudo-sequence DRB1_0301. The binding affinity (normalized) is 0.683. (2) The peptide sequence is MAKKGGEAMDTISVF. The MHC is HLA-DQA10201-DQB10301 with pseudo-sequence HLA-DQA10201-DQB10301. The binding affinity (normalized) is 0.652. (3) The peptide sequence is LPAIVREAIKRRLRT. The MHC is DRB1_0404 with pseudo-sequence DRB1_0404. The binding affinity (normalized) is 0.234.